Task: Predict the reactants needed to synthesize the given product.. Dataset: Full USPTO retrosynthesis dataset with 1.9M reactions from patents (1976-2016) Given the product [Cl:25][C:26]1[CH:31]=[CH:30][C:29]([C:8]2[N:13]=[CH:12][N:11]=[C:10]([NH:14][CH:15]3[CH2:17][CH2:16]3)[C:9]=2[NH2:18])=[CH:28][CH:27]=1, predict the reactants needed to synthesize it. The reactants are: O1CCOCC1.Cl[C:8]1[N:13]=[CH:12][N:11]=[C:10]([NH:14][CH:15]2[CH2:17][CH2:16]2)[C:9]=1[NH2:18].C(=O)([O-])[O-].[Na+].[Na+].[Cl:25][C:26]1[CH:31]=[CH:30][C:29](B(O)O)=[CH:28][CH:27]=1.